From a dataset of Ames mutagenicity test results for genotoxicity prediction. Regression/Classification. Given a drug SMILES string, predict its toxicity properties. Task type varies by dataset: regression for continuous values (e.g., LD50, hERG inhibition percentage) or binary classification for toxic/non-toxic outcomes (e.g., AMES mutagenicity, cardiotoxicity, hepatotoxicity). Dataset: ames. (1) The drug is COC(=O)[C@]12O[C@@]1(C)[C@H](C(C)C)OC2=O. The result is 1 (mutagenic). (2) The drug is Nc1cc([N+](=O)[O-])c(-c2ccccc2)c([N+](=O)[O-])c1. The result is 1 (mutagenic). (3) The molecule is OC[C@@H]1CO[C@@H](CCI)O1. The result is 1 (mutagenic). (4) The compound is c1cc2ccc3cc4c(c5ccc(c1)c2c35)CC[C@H]1O[C@@H]41. The result is 1 (mutagenic). (5) The drug is CC(=O)Nc1ccc(S(=O)(=O)c2ccc(N)cc2)cc1. The result is 0 (non-mutagenic).